This data is from Forward reaction prediction with 1.9M reactions from USPTO patents (1976-2016). The task is: Predict the product of the given reaction. Given the reactants [CH2:1]([O:5][C:6]([N:8]1[CH2:12][CH2:11][CH:10]([C:13]2[CH:18]=[CH:17][C:16]([O:19]CC3C=CC=CC=3)=[CH:15][C:14]=2[O:27]CC2C=CC=CC=2)[CH2:9]1)=[O:7])[CH:2]([CH3:4])[CH3:3], predict the reaction product. The product is: [CH2:1]([O:5][C:6]([N:8]1[CH2:12][CH2:11][CH:10]([C:13]2[CH:18]=[CH:17][C:16]([OH:19])=[CH:15][C:14]=2[OH:27])[CH2:9]1)=[O:7])[CH:2]([CH3:4])[CH3:3].